Dataset: Forward reaction prediction with 1.9M reactions from USPTO patents (1976-2016). Task: Predict the product of the given reaction. (1) Given the reactants Cl[C:2]1[N:7]=[C:6]([N:8]([C:10]2[CH:15]=[CH:14][CH:13]=[C:12]([O:16][CH3:17])[N:11]=2)[CH3:9])[CH:5]=[CH:4][N:3]=1.[N:18]1([C:24]2[CH:25]=[C:26]([CH:28]=[C:29]([N:31]3[CH2:36][CH2:35][O:34][CH2:33][CH2:32]3)[CH:30]=2)[NH2:27])[CH2:23][CH2:22][O:21][CH2:20][CH2:19]1, predict the reaction product. The product is: [N:18]1([C:24]2[CH:25]=[C:26]([NH:27][C:2]3[N:7]=[C:6]([N:8]([C:10]4[CH:15]=[CH:14][CH:13]=[C:12]([O:16][CH3:17])[N:11]=4)[CH3:9])[CH:5]=[CH:4][N:3]=3)[CH:28]=[C:29]([N:31]3[CH2:32][CH2:33][O:34][CH2:35][CH2:36]3)[CH:30]=2)[CH2:23][CH2:22][O:21][CH2:20][CH2:19]1. (2) Given the reactants [CH2:1]([O:8][CH2:9][CH2:10][CH2:11][S:12]([C:15]1[CH:20]=[CH:19][C:18]([Sn](CCCC)(CCCC)CCCC)=[CH:17][CH:16]=1)(=[O:14])=[O:13])[C:2]1[CH:7]=[CH:6][CH:5]=[CH:4][CH:3]=1.Br[C:35]1[N:36]=[C:37]([N:45]2[CH2:50][CH2:49][N:48]([CH2:51][CH3:52])[CH2:47][CH2:46]2)[C:38]2[C:43]([CH:44]=1)=[CH:42][CH:41]=[CH:40][CH:39]=2, predict the reaction product. The product is: [CH2:51]([N:48]1[CH2:47][CH2:46][N:45]([C:37]2[C:38]3[C:43](=[CH:42][CH:41]=[CH:40][CH:39]=3)[CH:44]=[C:35]([C:18]3[CH:17]=[CH:16][C:15]([S:12]([CH2:11][CH2:10][CH2:9][O:8][CH2:1][C:2]4[CH:3]=[CH:4][CH:5]=[CH:6][CH:7]=4)(=[O:13])=[O:14])=[CH:20][CH:19]=3)[N:36]=2)[CH2:50][CH2:49]1)[CH3:52]. (3) Given the reactants [Cl:1][C:2]1[CH:9]=[C:8]([N:10]([CH2:16][C:17]2[CH:22]=[CH:21][CH:20]=[CH:19][C:18]=2[Cl:23])[C@H:11]2[CH2:15][CH2:14][NH:13][CH2:12]2)[CH:7]=[CH:6][C:3]=1[C:4]#[N:5].[CH2:24]([S:26](Cl)(=[O:28])=[O:27])[CH3:25], predict the reaction product. The product is: [Cl:1][C:2]1[CH:9]=[C:8]([N:10]([CH2:16][C:17]2[CH:22]=[CH:21][CH:20]=[CH:19][C:18]=2[Cl:23])[C@H:11]2[CH2:15][CH2:14][N:13]([S:26]([CH2:24][CH3:25])(=[O:28])=[O:27])[CH2:12]2)[CH:7]=[CH:6][C:3]=1[C:4]#[N:5].